This data is from Reaction yield outcomes from USPTO patents with 853,638 reactions. The task is: Predict the reaction yield, written as a fraction of the theoretical maximum amount of product (1.0 means a 100% yield; for example, 0.34 means a 34% yield). (1) The reactants are [F:1][C:2]1[CH:7]=[CH:6][CH:5]=[CH:4][C:3]=1[NH:8][C:9]([NH2:11])=[S:10].BrBr. The catalyst is C(Cl)(Cl)Cl. The product is [F:1][C:2]1[C:3]2[N:8]=[C:9]([NH2:11])[S:10][C:4]=2[CH:5]=[CH:6][CH:7]=1. The yield is 0.720. (2) The reactants are CC([O-])(C)C.[K+].[CH:7]([O:9][CH3:10])=[O:8].[N:11]1[CH:16]=[C:15]([CH2:17][CH2:18][C:19](OC)=[O:20])[CH:14]=[N:13][CH:12]=1. The catalyst is C1COCC1. The product is [CH:19]([CH:18]([CH2:17][C:15]1[CH:16]=[N:11][CH:12]=[N:13][CH:14]=1)[C:7]([O:9][CH3:10])=[O:8])=[O:20]. The yield is 0.574. (3) The reactants are [F:1][C:2]1[CH:7]=[CH:6][CH:5]=[CH:4][C:3]=1[SH:8].F[C:10]1[CH:15]=[CH:14][CH:13]=[CH:12][C:11]=1[N+:16]([O-:18])=[O:17].[F:19][C:20]1[CH:25]=[CH:24][CH:23]=[CH:22][C:21]=1[S:26][C:27]1[CH:33]=[CH:32][CH:31]=[CH:30][C:28]=1[NH2:29].[NH2:34][C:35]1SC=[CH:38][N:39]=1. No catalyst specified. The product is [F:1][C:2]1[CH:7]=[CH:6][CH:5]=[CH:4][C:3]=1[S:8][C:10]1[CH:15]=[CH:14][CH:13]=[CH:12][C:11]=1[N+:16]([O-:18])=[O:17].[F:19][C:20]1[CH:25]=[CH:24][CH:23]=[CH:22][C:21]=1[S:26][C:27]1[CH:33]=[CH:32][CH:31]=[CH:30][C:28]=1[NH:29][C:38]([NH:39][C:35]1[S:8][CH:3]=[CH:2][N:34]=1)=[O:17]. The yield is 0.830. (4) The reactants are [CH3:1][O:2][C:3](=[O:29])[CH2:4][CH2:5][CH:6]([NH:14][C:15]([C:17]1[CH:22]=[CH:21][C:20]([C:23]2[CH:28]=[CH:27][CH:26]=[CH:25][CH:24]=2)=[CH:19][CH:18]=1)=[O:16])[C:7]([O:9]C(C)(C)C)=[O:8].C(O)(C(F)(F)F)=O. The catalyst is ClC(Cl)C. The product is [CH3:1][O:2][C:3](=[O:29])[CH2:4][CH2:5][CH:6]([NH:14][C:15]([C:17]1[CH:18]=[CH:19][C:20]([C:23]2[CH:24]=[CH:25][CH:26]=[CH:27][CH:28]=2)=[CH:21][CH:22]=1)=[O:16])[C:7]([OH:9])=[O:8]. The yield is 0.870. (5) The reactants are [F:1][C:2]1[CH:3]=[C:4]([C:8]2[C:17]3[C:12](=[CH:13][C:14]([O:18][CH3:19])=[CH:15][CH:16]=3)[C:11](=[O:20])[NH:10][N:9]=2)[CH:5]=[CH:6][CH:7]=1.[Li+].C[Si]([N-][Si](C)(C)C)(C)C.Br[CH2:32][C:33]([N:35]([CH3:46])[C:36]1[CH:45]=[CH:44][C:39]2[N:40]=[C:41]([CH3:43])[O:42][C:38]=2[CH:37]=1)=[O:34]. The catalyst is C1COCC1.O. The product is [F:1][C:2]1[CH:3]=[C:4]([C:8]2[C:17]3[C:12](=[CH:13][C:14]([O:18][CH3:19])=[CH:15][CH:16]=3)[C:11](=[O:20])[N:10]([CH2:32][C:33]([N:35]([CH3:46])[C:36]3[CH:45]=[CH:44][C:39]4[N:40]=[C:41]([CH3:43])[O:42][C:38]=4[CH:37]=3)=[O:34])[N:9]=2)[CH:5]=[CH:6][CH:7]=1. The yield is 0.740. (6) The reactants are Br[C:2]1[C:7](=[O:8])[N:6]([CH2:9][C:10]2[CH:15]=[CH:14][C:13]([C:16]3[C:17]([C:22]#[N:23])=[CH:18][CH:19]=[CH:20][CH:21]=3)=[CH:12][CH:11]=2)[C:5]([CH2:24][CH2:25][CH3:26])=[N:4][C:3]=1[CH2:27][CH3:28].[CH2:29]([O:32][C:33]1[CH:38]=[CH:37][C:36](B(O)O)=[CH:35][CH:34]=1)[CH2:30][CH3:31].C(=O)([O-])[O-].[Cs+].[Cs+]. The catalyst is O1CCOCC1.C(OCC)(=O)C.C1C=CC(P(C2C=CC=CC=2)[C-]2C=CC=C2)=CC=1.C1C=CC(P(C2C=CC=CC=2)[C-]2C=CC=C2)=CC=1.Cl[Pd]Cl.[Fe+2]. The product is [CH2:27]([C:3]1[N:4]=[C:5]([CH2:24][CH2:25][CH3:26])[N:6]([CH2:9][C:10]2[CH:11]=[CH:12][C:13]([C:16]3[C:17]([C:22]#[N:23])=[CH:18][CH:19]=[CH:20][CH:21]=3)=[CH:14][CH:15]=2)[C:7](=[O:8])[C:2]=1[C:36]1[CH:37]=[CH:38][C:33]([O:32][CH2:29][CH2:30][CH3:31])=[CH:34][CH:35]=1)[CH3:28]. The yield is 0.930.